From a dataset of Reaction yield outcomes from USPTO patents with 853,638 reactions. Predict the reaction yield, written as a fraction of the theoretical maximum amount of product (1.0 means a 100% yield; for example, 0.34 means a 34% yield). (1) The reactants are [CH2:1]([C:5]1[N:6]=[C:7]([CH2:27][CH3:28])[NH:8][C:9](=[O:26])[C:10]=1[CH2:11][C:12]1[CH:17]=[CH:16][C:15]([C:18]2[C:19]([C:24]#[N:25])=[CH:20][CH:21]=[CH:22][CH:23]=2)=[CH:14][CH:13]=1)[CH2:2][CH2:3][CH3:4].Br[CH2:30][C:31](=[O:36])[C:32]([CH3:35])([CH3:34])[CH3:33].C(=O)([O-])[O-].[Cs+].[Cs+]. The catalyst is CN(C)C=O.C(OCC)(=O)C. The product is [CH2:1]([C:5]1[N:6]=[C:7]([CH2:27][CH3:28])[N:8]([CH2:30][C:31](=[O:36])[C:32]([CH3:35])([CH3:34])[CH3:33])[C:9](=[O:26])[C:10]=1[CH2:11][C:12]1[CH:17]=[CH:16][C:15]([C:18]2[C:19]([C:24]#[N:25])=[CH:20][CH:21]=[CH:22][CH:23]=2)=[CH:14][CH:13]=1)[CH2:2][CH2:3][CH3:4]. The yield is 0.150. (2) The product is [F:25][C:21]1[CH:20]=[C:19]2[C:24]([C:16]([C:14]3[CH:13]=[N:12][N:11]([CH:8]4[CH2:7][CH2:6][C:5](=[O:4])[CH2:10][CH2:9]4)[CH:15]=3)=[CH:17][N:18]2[S:26]([C:29]2[CH:30]=[CH:31][CH:32]=[CH:33][CH:34]=2)(=[O:28])=[O:27])=[CH:23][CH:22]=1. The reactants are O1[C:5]2([CH2:10][CH2:9][CH:8]([N:11]3[CH:15]=[C:14]([C:16]4[C:24]5[C:19](=[CH:20][C:21]([F:25])=[CH:22][CH:23]=5)[N:18]([S:26]([C:29]5[CH:34]=[CH:33][CH:32]=[CH:31][CH:30]=5)(=[O:28])=[O:27])[CH:17]=4)[CH:13]=[N:12]3)[CH2:7][CH2:6]2)[O:4]CC1.Cl. The catalyst is C1COCC1. The yield is 0.430. (3) The reactants are O=[C:2]([CH3:15])[CH2:3][C:4]1[O:9][C:8](=[O:10])[C:7]2[CH:11]=[CH:12][CH:13]=[CH:14][C:6]=2[N:5]=1.[NH:16]([C:18]1[CH:23]=[CH:22][CH:21]=[CH:20][N:19]=1)[NH2:17]. The catalyst is C(O)C. The product is [CH3:15][C:2]1[CH:3]=[C:4]([NH:5][C:6]2[CH:14]=[CH:13][CH:12]=[CH:11][C:7]=2[C:8]([OH:9])=[O:10])[N:16]([C:18]2[CH:23]=[CH:22][CH:21]=[CH:20][N:19]=2)[N:17]=1. The yield is 0.510. (4) The reactants are [Br:1][C:2]1[CH:15]=[CH:14][C:5]([C:6]([C@H:8]2[CH2:10][C@H:9]2[C:11]([OH:13])=[O:12])=[O:7])=[CH:4][CH:3]=1.[CH3:16]OC(OC)(C)C.Cl. The catalyst is CO. The product is [Br:1][C:2]1[CH:3]=[CH:4][C:5]([C:6]([C@H:8]2[CH2:10][C@H:9]2[C:11]([O:13][CH3:16])=[O:12])=[O:7])=[CH:14][CH:15]=1. The yield is 0.990. (5) The product is [CH2:1]([C:3]1[CH:11]=[CH:10][C:6]2[O:7][CH2:8][O:9][C:5]=2[CH:4]=1)[CH3:2]. The yield is 0.500. The reactants are [CH:1]([C:3]1[CH:11]=[CH:10][C:6]2[O:7][CH2:8][O:9][C:5]=2[CH:4]=1)=[CH2:2]. The catalyst is CO.[Pd]. (6) The reactants are [CH3:1][N:2]([CH2:7][C@H:8]1[CH2:13][CH2:12][C@H:11]([N:14]2[C:19]3[C:20]4[CH:26]=[CH:25][N:24]([CH2:27][O:28][CH2:29][CH2:30][Si:31]([CH3:34])([CH3:33])[CH3:32])[C:21]=4[N:22]=[CH:23][C:18]=3[C:17](=[O:35])[NH:16][CH2:15]2)[CH2:10][CH2:9]1)[S:3]([CH3:6])(=[O:5])=[O:4].[H-].[Na+].FC(F)(F)S(O[CH2:44][C:45]([F:48])([F:47])[F:46])(=O)=O.O. The catalyst is CN(C)C=O. The product is [CH3:1][N:2]([CH2:7][C@H:8]1[CH2:13][CH2:12][C@H:11]([N:14]2[C:19]3[C:20]4[CH:26]=[CH:25][N:24]([CH2:27][O:28][CH2:29][CH2:30][Si:31]([CH3:34])([CH3:33])[CH3:32])[C:21]=4[N:22]=[CH:23][C:18]=3[C:17](=[O:35])[N:16]([CH2:44][C:45]([F:48])([F:47])[F:46])[CH2:15]2)[CH2:10][CH2:9]1)[S:3]([CH3:6])(=[O:5])=[O:4]. The yield is 0.300. (7) The reactants are C1([CH2:5][C:6]#[C:7][C:8]2[CH:9]=[C:10]([C@@H:14]3[C@@H:18]([C:19]4[CH:24]=[CH:23][CH:22]=[C:21]([F:25])[CH:20]=4)[O:17][C:16](=[O:26])[NH:15]3)[CH:11]=[N:12][CH:13]=2)CCC1.[CH3:27][C:28]1[N:29]=[CH:30][N:31](CC#C)[CH:32]=1.BrC1C=C([C@@H]2[C@@H](C3C=CC=C(F)C=3)OC(=O)N2)C=NC=1. No catalyst specified. The product is [F:25][C:21]1[CH:20]=[C:19]([C@H:18]2[O:17][C:16](=[O:26])[NH:15][C@@H:14]2[C:10]2[CH:11]=[N:12][CH:13]=[C:8]([C:7]#[C:6][CH2:5][N:31]3[CH:32]=[C:28]([CH3:27])[N:29]=[CH:30]3)[CH:9]=2)[CH:24]=[CH:23][CH:22]=1. The yield is 0.0600. (8) The reactants are [NH:1]1[C:5]2[CH:6]=[CH:7][CH:8]=[CH:9][C:4]=2[N:3]=[C:2]1[CH2:10][N:11]([CH3:22])[CH:12]1[C:21]2[N:20]=[CH:19][CH:18]=[CH:17][C:16]=2[CH2:15][CH2:14][CH2:13]1.[C:23]([C:25]1[CH:32]=[CH:31][C:28]([CH2:29]Br)=[CH:27][CH:26]=1)#[N:24].CN(CC1N(CC2C=NC=CC=2)C2C=CC=CC=2N=1)C1C2N=CC=CC=2CCC1. No catalyst specified. The product is [CH3:22][N:11]([CH2:10][C:2]1[N:3]([CH2:29][C:28]2[CH:31]=[CH:32][C:25]([C:23]#[N:24])=[CH:26][CH:27]=2)[C:4]2[CH:9]=[CH:8][CH:7]=[CH:6][C:5]=2[N:1]=1)[CH:12]1[C:21]2[N:20]=[CH:19][CH:18]=[CH:17][C:16]=2[CH2:15][CH2:14][CH2:13]1. The yield is 0.570. (9) The product is [Br:27][C:24]1[CH:25]=[CH:26][C:21]([NH:20][C:19]2[C:5]([CH2:3][OH:2])=[CH:6][C:7]3[N:11]([CH2:12][CH2:13][S:14]([CH3:17])(=[O:16])=[O:15])[CH:10]=[N:9][C:8]=3[C:18]=2[F:29])=[C:22]([Cl:28])[CH:23]=1. The reactants are C[O:2][C:3]([C:5]1[C:19]([NH:20][C:21]2[CH:26]=[CH:25][C:24]([Br:27])=[CH:23][C:22]=2[Cl:28])=[C:18]([F:29])[C:8]2[N:9]=[CH:10][N:11]([CH2:12][CH2:13][S:14]([CH3:17])(=[O:16])=[O:15])[C:7]=2[CH:6]=1)=O.[BH4-].[Na+]. The yield is 0.790. The catalyst is CCO.C1COCC1.